From a dataset of Forward reaction prediction with 1.9M reactions from USPTO patents (1976-2016). Predict the product of the given reaction. (1) Given the reactants Br[C:2]1[CH:3]=[C:4]([CH3:9])[CH:5]=[C:6]([CH3:8])[CH:7]=1.[O:10]1[CH2:15][CH2:14][C:13](=[O:16])[CH2:12][CH2:11]1.O, predict the reaction product. The product is: [OH:16][C:13]1([C:2]2[CH:3]=[C:4]([CH3:9])[CH:5]=[C:6]([CH3:8])[CH:7]=2)[CH2:14][CH2:15][O:10][CH2:11][CH2:12]1. (2) Given the reactants [F:1][C:2]1[CH:3]=[CH:4][C:5]([O:15][CH2:16][C:17]2[CH:22]=[CH:21][C:20]([F:23])=[CH:19][CH:18]=2)=[C:6]([C:8](=O)[CH2:9][CH2:10][C:11](=O)[CH3:12])[CH:7]=1.[NH2:24][C:25]1[CH:26]=[CH:27][C:28]([OH:34])=[C:29]([CH:33]=1)[C:30]([OH:32])=[O:31].CC1C=CC(S(O)(=O)=O)=CC=1.Cl, predict the reaction product. The product is: [F:1][C:2]1[CH:3]=[CH:4][C:5]([O:15][CH2:16][C:17]2[CH:22]=[CH:21][C:20]([F:23])=[CH:19][CH:18]=2)=[C:6]([C:8]2[N:24]([C:25]3[CH:33]=[C:29]([C:28]([OH:34])=[CH:27][CH:26]=3)[C:30]([OH:32])=[O:31])[C:11]([CH3:12])=[CH:10][CH:9]=2)[CH:7]=1. (3) Given the reactants Br[C:2]1[CH:7]=[CH:6][CH:5]=[CH:4][C:3]=1[CH:8]1[O:13][CH2:12][CH2:11][CH2:10][O:9]1.[Mg].[CH2:15]1[O:27][C:26]2[CH:25]=[C:24]3[C:19]([CH:20]=[C:21]([N+:28]([O-:30])=[O:29])[CH2:22][O:23]3)=[CH:18][C:17]=2[O:16]1.O, predict the reaction product. The product is: [CH2:15]1[O:27][C:26]2[CH:25]=[C:24]3[C:19]([CH:20]([C:2]4[CH:7]=[CH:6][CH:5]=[CH:4][C:3]=4[CH:8]4[O:13][CH2:12][CH2:11][CH2:10][O:9]4)[CH:21]([N+:28]([O-:30])=[O:29])[CH2:22][O:23]3)=[CH:18][C:17]=2[O:16]1. (4) Given the reactants [F:1][C:2]1([F:32])[CH2:7][CH2:6][N:5]([C:8]([C:10]2[NH:11][C:12]3[C:17]([CH:18]=2)=[CH:16][C:15]([C:19]([N:21]2[CH2:25][CH2:24][CH2:23][C@H:22]2[CH2:26][N:27]2[CH2:31][CH2:30][CH2:29][CH2:28]2)=[O:20])=[CH:14][CH:13]=3)=[O:9])[CH2:4][CH2:3]1.[H-].[Na+].Br[CH2:36][CH:37]1[CH2:40][CH2:39][CH2:38]1, predict the reaction product. The product is: [CH:37]1([CH2:36][N:11]2[C:12]3[C:17](=[CH:16][C:15]([C:19]([N:21]4[CH2:25][CH2:24][CH2:23][C@H:22]4[CH2:26][N:27]4[CH2:31][CH2:30][CH2:29][CH2:28]4)=[O:20])=[CH:14][CH:13]=3)[CH:18]=[C:10]2[C:8]([N:5]2[CH2:6][CH2:7][C:2]([F:1])([F:32])[CH2:3][CH2:4]2)=[O:9])[CH2:40][CH2:39][CH2:38]1. (5) Given the reactants [CH:1]([NH:3][C:4](=[O:6])[CH3:5])=[CH2:2].N1([CH:16]([NH:20][C:21]2[CH:26]=[CH:25][C:24]([C:27]([F:30])([F:29])[F:28])=[CH:23][CH:22]=2)[CH:17]2[CH2:19][CH2:18]2)C2C=CC=CC=2N=N1.C(OCC)(=O)C.[OH-].[Na+], predict the reaction product. The product is: [CH:17]1([C@H:16]2[CH2:2][C@@H:1]([NH:3][C:4](=[O:6])[CH3:5])[C:22]3[C:21](=[CH:26][CH:25]=[C:24]([C:27]([F:28])([F:29])[F:30])[CH:23]=3)[NH:20]2)[CH2:18][CH2:19]1.